Task: Predict the reactants needed to synthesize the given product.. Dataset: Full USPTO retrosynthesis dataset with 1.9M reactions from patents (1976-2016) (1) The reactants are: [K+].[Br-].C([C:10]1[N:15]([CH2:16][C:17]([NH:19][CH:20]([C:25](=[O:38])[CH2:26][O:27][C:28](=[O:37])[C:29]2[C:34]([Cl:35])=[CH:33][CH:32]=[CH:31][C:30]=2[Cl:36])[CH2:21][C:22]([OH:24])=[O:23])=[O:18])[C:14](=[O:39])[C:13]([NH:40][C:41](=[O:50])CCC2C=CC=CC=2)=[CH:12][CH:11]=1)C1C=CC=CC=1.[CH3:51][OH:52]. Given the product [CH2:51]([O:52][C:41]([NH:40][C:13]1[C:14](=[O:39])[N:15]([CH2:16][C:17]([NH:19][CH:20]([C:25](=[O:38])[CH2:26][O:27][C:28](=[O:37])[C:29]2[C:34]([Cl:35])=[CH:33][CH:32]=[CH:31][C:30]=2[Cl:36])[CH2:21][C:22]([OH:24])=[O:23])=[O:18])[CH:10]=[CH:11][CH:12]=1)=[O:50])[C:29]1[CH:34]=[CH:33][CH:32]=[CH:31][CH:30]=1, predict the reactants needed to synthesize it. (2) Given the product [CH:12]([O:11][C:10]1[C:5]([C:4]([OH:20])=[O:3])=[C:6]([CH3:19])[N:7]=[C:8]([O:15][CH:16]([CH3:18])[CH3:17])[CH:9]=1)([CH3:14])[CH3:13], predict the reactants needed to synthesize it. The reactants are: C([O:3][C:4](=[O:20])[C:5]1[C:10]([O:11][CH:12]([CH3:14])[CH3:13])=[CH:9][C:8]([O:15][CH:16]([CH3:18])[CH3:17])=[N:7][C:6]=1[CH3:19])C.[OH-].[Na+]. (3) The reactants are: [C:1]([O:5][C:6]([C:8]1[C:9]([CH3:28])=[N:10][C:11]2[N:12]([CH:22]=[C:23]([C:25](O)=[O:26])[N:24]=2)[C:13]=1[C:14]1[CH:19]=[CH:18][C:17]([Cl:20])=[CH:16][C:15]=1[Cl:21])=[O:7])([CH3:4])([CH3:3])[CH3:2].ClC(OCC)=O.CCN(CC)CC.[BH4-].[Na+]. Given the product [Cl:21][C:15]1[CH:16]=[C:17]([Cl:20])[CH:18]=[CH:19][C:14]=1[C:13]1[N:12]2[CH:22]=[C:23]([CH2:25][OH:26])[N:24]=[C:11]2[N:10]=[C:9]([CH3:28])[C:8]=1[C:6]([O:5][C:1]([CH3:4])([CH3:3])[CH3:2])=[O:7], predict the reactants needed to synthesize it. (4) Given the product [F:19][C:4]1[CH:3]=[C:2]([C:22]([F:25])([F:24])[C:21]([F:27])([F:26])[F:20])[CH:18]=[CH:17][C:5]=1[C:6]([NH:8][C:9]1[CH:14]=[CH:13][N:12]=[C:11]([O:15][CH3:16])[CH:10]=1)=[O:7], predict the reactants needed to synthesize it. The reactants are: Br[C:2]1[CH:18]=[CH:17][C:5]([C:6]([NH:8][C:9]2[CH:14]=[CH:13][N:12]=[C:11]([O:15][CH3:16])[CH:10]=2)=[O:7])=[C:4]([F:19])[CH:3]=1.[F:20][C:21]([F:27])([F:26])[C:22]([F:25])([F:24])I. (5) Given the product [CH2:19]([O:13][C:12]([C:10]1[N:11]=[C:7]([C:1]2[CH:2]=[CH:3][CH:4]=[CH:5][CH:6]=2)[O:8][C:9]=1[CH3:15])=[O:14])[CH3:20], predict the reactants needed to synthesize it. The reactants are: [C:1]1([C:7]2[O:8][C:9]([CH3:15])=[C:10]([C:12]([OH:14])=[O:13])[N:11]=2)[CH:6]=[CH:5][CH:4]=[CH:3][CH:2]=1.C(Cl)Cl.[C:19](Cl)(=O)[C:20](Cl)=O.C(N(CC)CC)C. (6) Given the product [CH2:18]([O:25][C:26]1[CH:33]=[CH:32][C:29]([CH2:30][C:9]([O:8][C:7]2[CH:16]=[CH:17][C:4]([CH:1]([CH3:2])[CH3:3])=[CH:5][CH:6]=2)([CH3:15])[C:10]([O:12][CH2:13][CH3:14])=[O:11])=[CH:28][CH:27]=1)[C:19]1[CH:24]=[CH:23][CH:22]=[CH:21][CH:20]=1, predict the reactants needed to synthesize it. The reactants are: [CH:1]([C:4]1[CH:17]=[CH:16][C:7]([O:8][CH:9]([CH3:15])[C:10]([O:12][CH2:13][CH3:14])=[O:11])=[CH:6][CH:5]=1)([CH3:3])[CH3:2].[CH2:18]([O:25][C:26]1[CH:33]=[CH:32][C:29]([CH2:30]Cl)=[CH:28][CH:27]=1)[C:19]1[CH:24]=[CH:23][CH:22]=[CH:21][CH:20]=1.C1(NC2CCCCC2)CCCCC1.